From a dataset of Reaction yield outcomes from USPTO patents with 853,638 reactions. Predict the reaction yield, written as a fraction of the theoretical maximum amount of product (1.0 means a 100% yield; for example, 0.34 means a 34% yield). (1) The reactants are [F:1][C:2]1[CH:3]=[C:4]([CH:9]2[S:14][CH2:13][CH2:12][CH2:11][S:10]2)[CH:5]=[C:6]([F:8])[CH:7]=1.[Li]CCCC.[F:20][CH:21]([F:31])[O:22][C:23]1[CH:24]=[C:25]([CH:28]=[CH:29][CH:30]=1)[CH:26]=[O:27]. The catalyst is C1COCC1. The product is [F:20][CH:21]([F:31])[O:22][C:23]1[CH:24]=[C:25]([CH:26]([C:9]2([C:4]3[CH:5]=[C:6]([F:8])[CH:7]=[C:2]([F:1])[CH:3]=3)[S:10][CH2:11][CH2:12][CH2:13][S:14]2)[OH:27])[CH:28]=[CH:29][CH:30]=1. The yield is 0.570. (2) The reactants are [C:1]([O:5][C:6]([NH:8][C:9]1(C(OCC)=O)[CH:14]=[C:13]([Cl:15])[CH:12]=[CH:11][NH:10]1)=[O:7])([CH3:4])([CH3:3])[CH3:2].[BH4-].[Na+].Cl.[C:24](=O)(O)[O-:25].[Na+]. The catalyst is C(O)C. The product is [C:1]([O:5][C:6]([NH:8][C:9]1[CH:14]=[C:13]([Cl:15])[CH:12]=[C:11]([CH2:24][OH:25])[N:10]=1)=[O:7])([CH3:2])([CH3:3])[CH3:4]. The yield is 0.870.